From a dataset of Forward reaction prediction with 1.9M reactions from USPTO patents (1976-2016). Predict the product of the given reaction. The product is: [CH3:30][S:31]([O:29][CH2:28][C:9]1[N:8]=[C:7]([N:4]2[CH2:3][CH2:2][O:1][CH2:6][CH2:5]2)[N:12]=[C:11]([C:13]2[CH:21]=[CH:20][CH:19]=[C:18]3[C:14]=2[CH:15]=[N:16][N:17]3[CH:22]2[CH2:27][CH2:26][CH2:25][CH2:24][O:23]2)[N:10]=1)(=[O:33])=[O:32]. Given the reactants [O:1]1[CH2:6][CH2:5][N:4]([C:7]2[N:12]=[C:11]([C:13]3[CH:21]=[CH:20][CH:19]=[C:18]4[C:14]=3[CH:15]=[N:16][N:17]4[CH:22]3[CH2:27][CH2:26][CH2:25][CH2:24][O:23]3)[N:10]=[C:9]([CH2:28][OH:29])[N:8]=2)[CH2:3][CH2:2]1.[CH3:30][S:31](Cl)(=[O:33])=[O:32], predict the reaction product.